From a dataset of Peptide-MHC class I binding affinity with 185,985 pairs from IEDB/IMGT. Regression. Given a peptide amino acid sequence and an MHC pseudo amino acid sequence, predict their binding affinity value. This is MHC class I binding data. (1) The peptide sequence is ITDKIDQII. The MHC is HLA-A02:01 with pseudo-sequence HLA-A02:01. The binding affinity (normalized) is 0.212. (2) The peptide sequence is RVLTARKTV. The MHC is HLA-A03:01 with pseudo-sequence HLA-A03:01. The binding affinity (normalized) is 0.0847. (3) The peptide sequence is SEAPNAKEEI. The MHC is HLA-B44:02 with pseudo-sequence HLA-B44:02. The binding affinity (normalized) is 0.570. (4) The peptide sequence is TFFSTFKCY. The MHC is HLA-A11:01 with pseudo-sequence HLA-A11:01. The binding affinity (normalized) is 0.226. (5) The peptide sequence is YQVEGATRV. The MHC is HLA-B57:01 with pseudo-sequence HLA-B57:01. The binding affinity (normalized) is 0.0847. (6) The peptide sequence is WASRELERF. The MHC is HLA-B44:02 with pseudo-sequence HLA-B44:02. The binding affinity (normalized) is 0.132. (7) The peptide sequence is SLTQVKELGI. The MHC is HLA-A02:01 with pseudo-sequence HLA-A02:01. The binding affinity (normalized) is 0.506.